This data is from Forward reaction prediction with 1.9M reactions from USPTO patents (1976-2016). The task is: Predict the product of the given reaction. (1) Given the reactants [N:1]([C:4]1[CH:22]=[CH:21][C:7]([C:8]([NH:10][CH2:11][CH2:12][C:13]2[CH:18]=[CH:17][C:16]([O:19][CH3:20])=[CH:15][CH:14]=2)=O)=[CH:6][CH:5]=1)=[N+:2]=[N-:3], predict the reaction product. The product is: [N:1]([C:4]1[CH:22]=[CH:21][C:7]([C:8]2[C:18]3[C:13](=[CH:14][CH:15]=[C:16]([O:19][CH3:20])[CH:17]=3)[CH:12]=[CH:11][N:10]=2)=[CH:6][CH:5]=1)=[N+:2]=[N-:3]. (2) Given the reactants CC1(C)COB([C:8]2[CH:13]=[CH:12][C:11]([C:14]([CH3:18])([CH3:17])[CH2:15][OH:16])=[CH:10][CH:9]=2)OC1.Br[C:21]1[C:22]([F:33])=[C:23]2[C:27](=[CH:28][C:29]=1[F:30])[NH:26][CH:25]=[C:24]2[CH:31]=[O:32].C(=O)([O-])[O-].[K+].[K+], predict the reaction product. The product is: [F:33][C:22]1[C:21]([C:8]2[CH:9]=[CH:10][C:11]([C:14]([CH3:17])([CH3:18])[CH2:15][OH:16])=[CH:12][CH:13]=2)=[C:29]([F:30])[CH:28]=[C:27]2[C:23]=1[C:24]([CH:31]=[O:32])=[CH:25][NH:26]2. (3) The product is: [Br:24][C:15]1[CH:14]=[CH:13][C:4]2[NH:5][CH2:6][C:7]3[CH:12]=[CH:11][CH:10]=[CH:9][C:8]=3[CH:2]([CH3:1])[C:3]=2[CH:16]=1. Given the reactants [CH3:1][CH:2]1[C:8]2[CH:9]=[CH:10][CH:11]=[CH:12][C:7]=2[CH2:6][NH:5][C:4]2[CH:13]=[CH:14][CH:15]=[CH:16][C:3]1=2.C1C(=O)N([Br:24])C(=O)C1, predict the reaction product. (4) The product is: [F:1][C:2]1[CH:17]=[C:16]([N+:18]([O-:20])=[O:19])[CH:15]=[CH:14][C:3]=1[O:4][C:5]1[C:6]2[N:7]([CH:11]=[CH:12][C:13]=2[I:21])[N:8]=[CH:9][CH:10]=1. Given the reactants [F:1][C:2]1[CH:17]=[C:16]([N+:18]([O-:20])=[O:19])[CH:15]=[CH:14][C:3]=1[O:4][C:5]1[C:6]2[N:7]([CH:11]=[CH:12][CH:13]=2)[N:8]=[CH:9][CH:10]=1.[I:21]N1C(=O)CCC1=O, predict the reaction product. (5) Given the reactants [Cl:1][C:2]1[CH:7]=[CH:6][C:5]([N+:8]([O-:10])=[O:9])=[CH:4][C:3]=1[O:11]C.Br, predict the reaction product. The product is: [Cl:1][C:2]1[CH:7]=[CH:6][C:5]([N+:8]([O-:10])=[O:9])=[CH:4][C:3]=1[OH:11]. (6) Given the reactants [NH2:1][C:2]1[CH:7]=[C:6]([C:8]([C:10]2[C:18]3[CH:17]=[N:16][CH:15]=[N:14][C:13]=3[N:12]([CH2:19][O:20][CH2:21][CH2:22][Si:23]([CH3:26])([CH3:25])[CH3:24])[CH:11]=2)=[O:9])[CH:5]=[CH:4][N:3]=1.[CH3:27][C:28]1[CH:32]=[C:31]([CH3:33])[N:30]([CH2:34][C:35](O)=[O:36])[N:29]=1, predict the reaction product. The product is: [CH3:27][C:28]1[CH:32]=[C:31]([CH3:33])[N:30]([CH2:34][C:35]([NH:1][C:2]2[CH:7]=[C:6]([C:8]([C:10]3[C:18]4[CH:17]=[N:16][CH:15]=[N:14][C:13]=4[N:12]([CH2:19][O:20][CH2:21][CH2:22][Si:23]([CH3:26])([CH3:25])[CH3:24])[CH:11]=3)=[O:9])[CH:5]=[CH:4][N:3]=2)=[O:36])[N:29]=1. (7) Given the reactants [F:1][C:2]1[CH:7]=[CH:6][C:5]([CH2:8][C:9]2[C:10]([N:15]3[CH2:21][C:20]4[CH:22]=[C:23]([C:26]5[N:31]=[C:30]([NH2:32])[C:29]([N+:33]([O-])=O)=[CH:28][CH:27]=5)[CH:24]=[CH:25][C:19]=4[O:18][CH2:17][CH2:16]3)=[N:11][CH:12]=[N:13][CH:14]=2)=[CH:4][CH:3]=1.C(O)(=O)C, predict the reaction product. The product is: [F:1][C:2]1[CH:7]=[CH:6][C:5]([CH2:8][C:9]2[C:10]([N:15]3[CH2:21][C:20]4[CH:22]=[C:23]([C:26]5[N:31]=[C:30]([NH2:32])[C:29]([NH2:33])=[CH:28][CH:27]=5)[CH:24]=[CH:25][C:19]=4[O:18][CH2:17][CH2:16]3)=[N:11][CH:12]=[N:13][CH:14]=2)=[CH:4][CH:3]=1.